Dataset: Forward reaction prediction with 1.9M reactions from USPTO patents (1976-2016). Task: Predict the product of the given reaction. Given the reactants [NH:1]1[C:9]2[C:4](=[CH:5][CH:6]=[CH:7][CH:8]=2)[CH:3]=[N:2]1.[CH3:10][O:11][C:12]1[CH:17]=[CH:16][C:15](B(O)O)=[CH:14][CH:13]=1.C(N(CC)CC)C, predict the reaction product. The product is: [CH3:10][O:11][C:12]1[CH:17]=[CH:16][C:15]([N:1]2[C:9]3[C:4](=[CH:5][CH:6]=[CH:7][CH:8]=3)[CH:3]=[N:2]2)=[CH:14][CH:13]=1.